This data is from Catalyst prediction with 721,799 reactions and 888 catalyst types from USPTO. The task is: Predict which catalyst facilitates the given reaction. Reactant: [S:1]([N:11]1[C:19]2[CH:18]=[CH:17][N:16]=[CH:15][C:14]=2[CH:13]=[CH:12]1)([C:4]1[CH:10]=[CH:9][C:7]([CH3:8])=[CH:6][CH:5]=1)(=[O:3])=[O:2].[Li]CCCC.[C:25](Cl)(=[O:29])[O:26][CH2:27][CH3:28].Cl. Product: [S:1]([N:11]1[C:19]2[CH:18]=[CH:17][N:16]=[CH:15][C:14]=2[CH:13]=[C:12]1[C:25]([O:26][CH2:27][CH3:28])=[O:29])([C:4]1[CH:10]=[CH:9][C:7]([CH3:8])=[CH:6][CH:5]=1)(=[O:3])=[O:2]. The catalyst class is: 20.